Predict the reactants needed to synthesize the given product. From a dataset of Full USPTO retrosynthesis dataset with 1.9M reactions from patents (1976-2016). (1) Given the product [F:8][C:9]1[CH:14]=[C:13]([F:15])[CH:12]=[CH:11][C:10]=1[C:16]1[C:22]([OH:23])=[N:1][C:2]2[N:3]([N:4]=[C:5]([CH3:7])[N:6]=2)[C:17]=1[OH:18], predict the reactants needed to synthesize it. The reactants are: [NH2:1][C:2]1[N:6]=[C:5]([CH3:7])[NH:4][N:3]=1.[F:8][C:9]1[CH:14]=[C:13]([F:15])[CH:12]=[CH:11][C:10]=1[CH:16]([C:22](OCC)=[O:23])[C:17](OCC)=[O:18].C(N(CCCC)CCCC)CCC. (2) Given the product [CH:21]([C:4]1[CH:3]=[CH:2][C:1]([C:7]2[NH:8][C:9]3[CH:10]=[CH:11][CH:12]=[C:13]4[C:19](=[O:20])[NH:18][CH2:17][CH2:16][C:15]=2[C:14]=34)=[CH:6][CH:5]=1)=[O:22], predict the reactants needed to synthesize it. The reactants are: [C:1]1([C:7]2[NH:8][C:9]3[CH:10]=[CH:11][CH:12]=[C:13]4[C:19](=[O:20])[NH:18][CH2:17][CH2:16][C:15]=2[C:14]=34)[CH:6]=[CH:5][CH:4]=[CH:3][CH:2]=1.[CH:21](C1C=CC(B(O)O)=CC=1)=[O:22]. (3) Given the product [CH3:1][N:2]1[CH2:7][CH2:6][N:5]([C:9]2[CH:14]=[CH:13][C:12]([N+:15]([O-:17])=[O:16])=[CH:11][CH:10]=2)[CH2:4][CH2:3]1, predict the reactants needed to synthesize it. The reactants are: [CH3:1][N:2]1[CH2:7][CH2:6][NH:5][CH2:4][CH2:3]1.F[C:9]1[CH:14]=[CH:13][C:12]([N+:15]([O-:17])=[O:16])=[CH:11][CH:10]=1.C(=O)([O-])[O-].[K+].[K+]. (4) Given the product [CH:1]1([CH2:4][O:5][C:6]2[CH:11]=[CH:10][C:9]([S:12]([CH3:15])(=[O:14])=[O:13])=[CH:8][C:7]=2[C:16]2[CH:17]=[C:18]([CH3:23])[C:19](=[O:22])[N:20]([CH2:29][C:30]3[N:31]=[CH:32][O:33][CH:34]=3)[CH:21]=2)[CH2:3][CH2:2]1, predict the reactants needed to synthesize it. The reactants are: [CH:1]1([CH2:4][O:5][C:6]2[CH:11]=[CH:10][C:9]([S:12]([CH3:15])(=[O:14])=[O:13])=[CH:8][C:7]=2[C:16]2[CH:17]=[C:18]([CH3:23])[C:19](=[O:22])[NH:20][CH:21]=2)[CH2:3][CH2:2]1.CS(O[CH2:29][C:30]1[N:31]=[CH:32][O:33][CH:34]=1)(=O)=O.CS(OCC1COC1)(=O)=O.